Dataset: Forward reaction prediction with 1.9M reactions from USPTO patents (1976-2016). Task: Predict the product of the given reaction. (1) Given the reactants [CH3:1][O:2][C:3]1[CH:21]=[C:20]([O:22][CH2:23][C:24]2[N:25]=[C:26]([N:31]3[CH2:36][CH2:35][O:34][CH2:33][CH2:32]3)[S:27][C:28]=2[CH:29]=[O:30])[C:6]2[CH:7]=[C:8]([C:10]3[N:11]=[C:12]4[N:16]([CH:17]=3)[N:15]=[C:14]([O:18][CH3:19])[S:13]4)[O:9][C:5]=2[CH:4]=1.CO.[Li+].[BH4-], predict the reaction product. The product is: [CH3:1][O:2][C:3]1[CH:21]=[C:20]([O:22][CH2:23][C:24]2[N:25]=[C:26]([N:31]3[CH2:32][CH2:33][O:34][CH2:35][CH2:36]3)[S:27][C:28]=2[CH2:29][OH:30])[C:6]2[CH:7]=[C:8]([C:10]3[N:11]=[C:12]4[N:16]([CH:17]=3)[N:15]=[C:14]([O:18][CH3:19])[S:13]4)[O:9][C:5]=2[CH:4]=1. (2) Given the reactants [F:1][C:2]1[CH:7]=[CH:6][C:5]([N:8]=[C:9]=[O:10])=[CH:4][CH:3]=1.[NH2:11][CH2:12][CH2:13][CH2:14][N:15]1[CH2:20][CH2:19][CH:18]([C:21]2[CH:22]=[C:23]([NH:27][C:28](=[O:32])[CH:29]([CH3:31])[CH3:30])[CH:24]=[CH:25][CH:26]=2)[CH2:17][CH2:16]1, predict the reaction product. The product is: [F:1][C:2]1[CH:7]=[CH:6][C:5]([NH:8][C:9]([NH:11][CH2:12][CH2:13][CH2:14][N:15]2[CH2:20][CH2:19][CH:18]([C:21]3[CH:22]=[C:23]([NH:27][C:28](=[O:32])[CH:29]([CH3:30])[CH3:31])[CH:24]=[CH:25][CH:26]=3)[CH2:17][CH2:16]2)=[O:10])=[CH:4][CH:3]=1. (3) The product is: [C:17]([C:21]1[CH:22]=[CH:23][C:24]([NH:25][C:12](=[O:14])[C:11]2[CH:15]=[CH:16][C:8]([C:3]3[CH:4]=[CH:5][CH:6]=[CH:7][C:2]=3[Cl:1])=[N:9][CH:10]=2)=[CH:26][CH:27]=1)([CH3:20])([CH3:18])[CH3:19]. Given the reactants [Cl:1][C:2]1[CH:7]=[CH:6][CH:5]=[CH:4][C:3]=1[C:8]1[CH:16]=[CH:15][C:11]([C:12]([OH:14])=O)=[CH:10][N:9]=1.[C:17]([C:21]1[CH:27]=[CH:26][C:24]([NH2:25])=[CH:23][CH:22]=1)([CH3:20])([CH3:19])[CH3:18].CN([P+](ON1N=NC2C=CC=CC1=2)(N(C)C)N(C)C)C.F[P-](F)(F)(F)(F)F.C(N(CC)CC)C, predict the reaction product. (4) Given the reactants [CH3:1][C:2]1[CH:22]=[CH:21][C:5]2[N:6]=[C:7]([C:11]3[CH:16]=[CH:15][CH:14]=[CH:13][C:12]=3[O:17]C(=O)C)O[C:9](=[O:10])[C:4]=2[CH:3]=1.[F:23][C:24]1[CH:29]=[CH:28][CH:27]=[CH:26][C:25]=1[CH2:30][CH2:31][NH2:32], predict the reaction product. The product is: [F:23][C:24]1[CH:29]=[CH:28][CH:27]=[CH:26][C:25]=1[CH2:30][CH2:31][N:32]1[C:9](=[O:10])[C:4]2[C:5](=[CH:21][CH:22]=[C:2]([CH3:1])[CH:3]=2)[N:6]=[C:7]1[C:11]1[CH:16]=[CH:15][CH:14]=[CH:13][C:12]=1[OH:17]. (5) Given the reactants [CH3:1][N:2]1[CH:37]=[C:5]2[C:6]([O:28][C@@H:29]([C@@H:31]3[CH2:35][C:34](=[O:36])[NH:33][CH2:32]3)[CH3:30])=[N:7][C:8]([C:10]3[CH:11]=[N:12][N:13]([CH:15]4[CH2:20][CH2:19][N:18](C(OC(C)(C)C)=O)[CH2:17][CH2:16]4)[CH:14]=3)=[CH:9][C:4]2=[N:3]1, predict the reaction product. The product is: [CH3:1][N:2]1[CH:37]=[C:5]2[C:6]([O:28][C@@H:29]([C@H:31]3[CH2:32][NH:33][C:34](=[O:36])[CH2:35]3)[CH3:30])=[N:7][C:8]([C:10]3[CH:11]=[N:12][N:13]([CH:15]4[CH2:16][CH2:17][NH:18][CH2:19][CH2:20]4)[CH:14]=3)=[CH:9][C:4]2=[N:3]1. (6) Given the reactants [Br:1][C:2]1[CH:3]=[C:4]([OH:9])[C:5]([Cl:8])=[N:6][CH:7]=1.[F:10][CH:11](O)[CH2:12][CH2:13][CH3:14].C1(P(C2C=CC=CC=2)C2C=CC=CC=2)C=CC=CC=1.N(C(OC(C)C)=O)=NC(OC(C)C)=O, predict the reaction product. The product is: [Br:1][C:2]1[CH:3]=[C:4]([O:9][CH2:14][CH2:13][CH2:12][CH2:11][F:10])[C:5]([Cl:8])=[N:6][CH:7]=1. (7) Given the reactants [CH3:1][O:2][C:3]1[CH:10]=[CH:9][C:8]([F:11])=[CH:7][C:4]=1[CH:5]=[O:6].[CH:12]([Mg]Br)=[CH:13][CH2:14][CH3:15].[Cl-].[NH4+], predict the reaction product. The product is: [CH3:1][O:2][C:3]1[CH:10]=[CH:9][C:8]([F:11])=[CH:7][C:4]=1[CH:5]([OH:6])[CH2:15][CH2:14][CH:13]=[CH2:12].